Dataset: Forward reaction prediction with 1.9M reactions from USPTO patents (1976-2016). Task: Predict the product of the given reaction. (1) Given the reactants [CH3:1][C:2]1[C:11]([CH3:12])=[N:10][C:9]2[C:4](=[C:5]([CH3:17])[CH:6]=[C:7]([C:13](OC)=[O:14])[CH:8]=2)[N:3]=1.[H-].[Al+3].[Li+].[H-].[H-].[H-], predict the reaction product. The product is: [CH3:1][C:2]1[C:11]([CH3:12])=[N:10][C:9]2[C:4](=[C:5]([CH3:17])[CH:6]=[C:7]([CH2:13][OH:14])[CH:8]=2)[N:3]=1. (2) Given the reactants C([N:8]1[CH2:13][CH2:12][N:11]2[CH2:14][C@H:15]([CH2:18][O:19][C:20]3[CH:25]=[CH:24][C:23]([F:26])=[CH:22][CH:21]=3)[CH2:16][CH2:17][C@H:10]2[CH2:9]1)(OC(C)(C)C)=O, predict the reaction product. The product is: [F:26][C:23]1[CH:22]=[CH:21][C:20]([O:19][CH2:18][C@H:15]2[CH2:14][N:11]3[CH2:12][CH2:13][NH:8][CH2:9][C@@H:10]3[CH2:17][CH2:16]2)=[CH:25][CH:24]=1. (3) Given the reactants [S:1]([O-])([O-:4])(=[O:3])=[O:2].[Na+:6].[Na+].O=[Si]=O.[Si]([O-])([O-])([O-])[O-].[Na+].[Na+].[Na+].[Na+].S(=O)=O, predict the reaction product. The product is: [S:1]([O-:4])([OH:3])=[O:2].[Na+:6].[S:1]([O-:4])([O-:3])=[O:2].[Na+:6].[Na+:6]. (4) The product is: [Cl:1][C:2]1[N:3]2[C:7](=[CH:6][CH:5]=[N:4]2)[N:8]=[C:9]2[C:10]=1[CH2:13][CH2:14][CH2:15]2. Given the reactants [Cl:1][C:2]1[N:3]2[C:7]([N:8]=[C:9]3[CH2:15][CH2:14][CH2:13]CC[C:10]=13)=[CH:6][CH:5]=[N:4]2.N1N2C(N=C3C(=C2O)CCC3)=CC=1.P(Cl)(Cl)(Cl)=O, predict the reaction product. (5) Given the reactants [N:1]1([C:7]([C:9]2[CH:34]=[CH:33][C:12]([O:13][C:14]3[N:19]=[CH:18][C:17]([NH:20][C:21](=[O:32])[C:22]4[CH:27]=[CH:26][C:25]([C:28]([F:31])([F:30])[F:29])=[CH:24][CH:23]=4)=[CH:16][CH:15]=3)=[CH:11][CH:10]=2)=[O:8])[CH2:6][CH2:5][NH:4][CH2:3][CH2:2]1.[O:35]1[CH:37]2[CH2:38][CH2:39][CH2:40][CH2:41][CH:36]12, predict the reaction product. The product is: [OH:35][C@H:36]1[CH2:41][CH2:40][CH2:39][CH2:38][C@@H:37]1[N:4]1[CH2:5][CH2:6][N:1]([C:7]([C:9]2[CH:10]=[CH:11][C:12]([O:13][C:14]3[N:19]=[CH:18][C:17]([NH:20][C:21](=[O:32])[C:22]4[CH:27]=[CH:26][C:25]([C:28]([F:29])([F:30])[F:31])=[CH:24][CH:23]=4)=[CH:16][CH:15]=3)=[CH:33][CH:34]=2)=[O:8])[CH2:2][CH2:3]1. (6) Given the reactants [C:1]([O:5][C:6]([C@H:8]1[C@H:12]([C:13]2[CH:18]=[CH:17][CH:16]=[C:15]([Cl:19])[C:14]=2[F:20])[C@:11]([C:23]2[CH:28]=[CH:27][C:26]([Cl:29])=[CH:25][C:24]=2[F:30])([C:21]#[N:22])[C@@H:10]([CH3:31])[NH:9]1)=[O:7])([CH3:4])([CH3:3])[CH3:2].[CH3:32][O:33][C:34]1[CH:35]=[C:36]([CH:39]=[CH:40][CH:41]=1)[CH2:37]Br.C(=O)([O-])[O-].[Cs+].[Cs+], predict the reaction product. The product is: [C:1]([O:5][C:6]([CH:8]1[CH:12]([C:13]2[CH:18]=[CH:17][CH:16]=[C:15]([Cl:19])[C:14]=2[F:20])[C:11]([C:23]2[CH:28]=[CH:27][C:26]([Cl:29])=[CH:25][C:24]=2[F:30])([C:21]#[N:22])[CH:10]([CH3:31])[N:9]1[CH2:37][C:36]1[CH:39]=[CH:40][CH:41]=[C:34]([O:33][CH3:32])[CH:35]=1)=[O:7])([CH3:4])([CH3:2])[CH3:3]. (7) Given the reactants C(Cl)(=O)C(Cl)=O.[CH2:7]([O:14][C:15]1[CH:20]=[CH:19][C:18]([C:21]2[N:25]([C:26]3[CH:31]=[CH:30][C:29]([Cl:32])=[CH:28][C:27]=3[Cl:33])[N:24]=[C:23]([C:34]([OH:36])=O)[C:22]=2[CH3:37])=[CH:17][CH:16]=1)[C:8]1[CH:13]=[CH:12][CH:11]=[CH:10][CH:9]=1.[CH:38]1([NH2:45])[CH2:43][CH2:42][CH2:41][CH:40]([NH2:44])[CH2:39]1, predict the reaction product. The product is: [NH2:44][CH:40]1[CH2:41][CH2:42][CH2:43][CH:38]([NH:45][C:34]([C:23]2[C:22]([CH3:37])=[C:21]([C:18]3[CH:17]=[CH:16][C:15]([O:14][CH2:7][C:8]4[CH:9]=[CH:10][CH:11]=[CH:12][CH:13]=4)=[CH:20][CH:19]=3)[N:25]([C:26]3[CH:31]=[CH:30][C:29]([Cl:32])=[CH:28][C:27]=3[Cl:33])[N:24]=2)=[O:36])[CH2:39]1.